The task is: Token-level Classification. Given an antigen amino acid sequence, predict which amino acid positions are active epitope sites capable of antibody binding. Output is a list of indices for active positions.. This data is from B-cell epitopes from IEDB database with 3,159 antigens for binding position prediction. (1) Given the antigen sequence: MSTNPKPQRKTKRNTNRRPQDVKFPGGGQIVGGVYLLPRRGPRVGVRATRKTSERSQPRGRRQPIPKARRPEGRSWAQPGYPWPLYGNEGCGWAGWLLSPRGSRPSWGPSDPRRRSRNLGKVIDTLTCGFADLMGYIPLVGAPLGGAARALAHGVRVLEDGVNYATGNLPGCSFSIFLLALLSCLTVPASAVGVRNSSGVYHVTNDCPNASVVYETENLIMHLPGCVPYVREGNASRCWVSLSPTVAARDSRVPVSEVRRRVDSIVGAAAFCSAMYVGDLCGSIFLVGQIFTFSPRHHWTTQDCNCSIYPGHVTGHRMAWDMMMNWSPTGALVVAQLLRIPQAIVDMIAGAHWGVLAGLAYYSMVGNWAKVVVVLLLFAGVDAETRVTGGAAGHTAFGFASFLAPGAKQKIQLINTNGSWHINRTALNCNESLDTGWLAGLLYYHKFNSSGCPERMASCQPLTAFDQGWGPITHEGNASDDQRPYCWHYALRPCGIVPAK..., which amino acid positions are active epitope sites? The epitope positions are: [344, 345, 346, 347, 348, 349, 350, 351, 352, 353]. The amino acids at these positions are: VDMIAGAHWG. (2) The epitope positions are: [182, 183, 184, 185, 186, 187, 188, 189, 190, 191, 192, 193, 194]. The amino acids at these positions are: HHPITDSDQTRLY. Given the antigen sequence: QKLPGNDNSTATLCLGHHAVPNGTLVKTITNDQIEVTNATELVQSSSTGRICDSPHRILDGKNCTLIDALLGDPHCDGFQNKEWDLFVERSKAYSNCYPYDVPDYASLRSLVASSGTLEFTNEGFNWTGVAQDGKSYACKRGSVNSFFSRLNWLHKLEYKYPALNVTMPNNDKFDKLYIWGVHHPITDSDQTRLYVQASGRVTVSTKRSQQTVIPNIGSRPWVRGISSRISIYWTIVKPGDILLINSTGNLIAPRGYFKIRNGKSSIMRSDAPIGNCNSECITPNGSIPNDKPFQNVNRITYGAFPRYVKQNTLKLATGMRNVPEKQTR, which amino acid positions are active epitope sites? (3) Given the antigen sequence: MKKSLIALTLAALPVAAMADVTLYGAIKAGVQTYRSVEHTDGKVSKVETGSEIADFGSKIGFKGQEDLGNGLKAVWQLEQGASVAGTNTGWGNKQSFVGLKGGFGTIRAGSLNSPLKNTGANVNAWESGKFTGNVLEISGMAQREHRYLSVRYDSPEFAGFSGSVQYAPKDNSGSNGESYHVGLNYQNSGFFAQYAGLFQRYGEGTKKIEYDDQTYSIPSLFVEKLQVHRLVGGYDNNALYVSVAAQQQDAKLYGAMSGNSHNSQTEVAATAAYRFGNVTPRVSYAHGFKGTVDSANHDNTYDQVVVGAEYDFSKRTSALVSAGWLQGGKGADKIVSTASAVVLRHKF, which amino acid positions are active epitope sites? The epitope positions are: [211, 212, 213, 214, 215, 216, 217, 218, 219, 220, 221, 222]. The amino acids at these positions are: DDQTYSIPSLFV.